This data is from Full USPTO retrosynthesis dataset with 1.9M reactions from patents (1976-2016). The task is: Predict the reactants needed to synthesize the given product. (1) Given the product [Cl:26][C:10]1[C:11]2[S:19][CH:18]=[C:17]([CH3:20])[C:12]=2[N:13]=[C:14]([CH3:16])[N:15]=1.[CH3:10][NH:9][C:6]1[CH:7]=[CH:8][C:3]([O:2][CH3:1])=[CH:4][CH:5]=1.[CH3:1][O:2][C:3]1[CH:8]=[CH:7][C:6]([N:9]([CH3:21])[C:10]2[C:11]3[S:19][CH:18]=[C:17]([CH3:20])[C:12]=3[N:13]=[C:14]([CH3:16])[N:15]=2)=[CH:5][CH:4]=1, predict the reactants needed to synthesize it. The reactants are: [CH3:1][O:2][C:3]1[CH:8]=[CH:7][C:6]([N:9]([CH3:21])[C:10]2[C:11]3[S:19][CH:18]=[C:17]([CH3:20])[C:12]=3[N:13]=[C:14]([CH3:16])[N:15]=2)=[CH:5][CH:4]=1.C(O)(C)C.[ClH:26]. (2) Given the product [Br:8][C:5]1[N:4]=[C:3]([C:18]#[C:17][C:12]2[CH:13]=[CH:14][CH:15]=[CH:16][C:11]=2[Cl:10])[C:2]([NH2:1])=[CH:7][CH:6]=1, predict the reactants needed to synthesize it. The reactants are: [NH2:1][C:2]1[C:3](Br)=[N:4][C:5]([Br:8])=[CH:6][CH:7]=1.[Cl:10][C:11]1[CH:16]=[CH:15][CH:14]=[CH:13][C:12]=1[C:17]#[CH:18]. (3) The reactants are: [C:1]([O:5][C:6]([NH:8][CH:9]([O:23][C:24](=[O:30])[CH2:25][CH2:26][CH2:27][CH2:28][CH3:29])[C@H:10]([CH3:22])[CH:11]=[CH:12][C:13]1[CH:14]=[CH:15][C:16]2[CH:20]=[CH:19][S:18][C:17]=2[CH:21]=1)=[O:7])([CH3:4])([CH3:3])[CH3:2]. Given the product [C:1]([O:5][C:6]([NH:8][CH:9]([O:23][C:24](=[O:30])[CH2:25][CH2:26][CH2:27][CH2:28][CH3:29])[C@H:10]([CH3:22])[CH2:11][CH2:12][C:13]1[CH:14]=[CH:15][C:16]2[CH:20]=[CH:19][S:18][C:17]=2[CH:21]=1)=[O:7])([CH3:2])([CH3:4])[CH3:3], predict the reactants needed to synthesize it. (4) Given the product [C:1]([O:5][C:6](=[O:7])[NH:8][CH2:9][CH2:10][CH2:11][C:12]1[CH:17]=[N:16][C:15]([CH3:18])=[C:14]([NH:19][C:20]([NH2:32])=[NH:21])[CH:13]=1)([CH3:3])([CH3:4])[CH3:2], predict the reactants needed to synthesize it. The reactants are: [C:1]([O:5][C:6]([NH:8][CH2:9][CH2:10][CH2:11][C:12]1[CH:13]=[C:14]([NH:19]/[C:20](/[NH:32]C(=O)OCC2C=CC=CC=2)=[N:21]/C(=O)OCC2C=CC=CC=2)[C:15]([CH3:18])=[N:16][CH:17]=1)=[O:7])([CH3:4])([CH3:3])[CH3:2]. (5) Given the product [CH2:4]([OH:1])[CH2:5][CH2:6][CH2:7][CH2:8][CH2:9][CH2:10][CH2:11][CH2:12][CH3:13], predict the reactants needed to synthesize it. The reactants are: [O:1]=O.[B].[CH2:4](B)[CH2:5][CH2:6][CH2:7][CH2:8][CH2:9][CH2:10][CH2:11][CH2:12][CH2:13]CCC.[OH-].[Na+]. (6) Given the product [F:28][C:2]1[CH:7]=[CH:6][N:5]=[C:4]2[S:8][C:9]([S:18]([C:21]3[CH:26]=[CH:25][C:24]([Cl:27])=[CH:23][CH:22]=3)(=[O:20])=[O:19])=[C:10]([C:11]3[CH:16]=[CH:15][C:14]([Cl:17])=[CH:13][CH:12]=3)[C:3]=12, predict the reactants needed to synthesize it. The reactants are: Cl[C:2]1[CH:7]=[CH:6][N:5]=[C:4]2[S:8][C:9]([S:18]([C:21]3[CH:26]=[CH:25][C:24]([Cl:27])=[CH:23][CH:22]=3)(=[O:20])=[O:19])=[C:10]([C:11]3[CH:16]=[CH:15][C:14]([Cl:17])=[CH:13][CH:12]=3)[C:3]=12.[F-:28].[K+].